This data is from Reaction yield outcomes from USPTO patents with 853,638 reactions. The task is: Predict the reaction yield, written as a fraction of the theoretical maximum amount of product (1.0 means a 100% yield; for example, 0.34 means a 34% yield). (1) The reactants are [Cl:1][C:2]1[C:11]2[C:6](=[CH:7][C:8]([OH:12])=[CH:9][CH:10]=2)[CH:5]=[CH:4][N:3]=1.Cl[CH2:14][CH2:15][N:16]([CH3:18])[CH3:17].C(=O)([O-])[O-].[Cs+].[Cs+]. The catalyst is C(#N)C. The product is [Cl:1][C:2]1[C:11]2[C:6](=[CH:7][C:8]([O:12][CH2:14][CH2:15][N:16]([CH3:18])[CH3:17])=[CH:9][CH:10]=2)[CH:5]=[CH:4][N:3]=1. The yield is 0.830. (2) The reactants are [CH3:1][O:2][C:3]([CH:5]1[C:10](=[O:11])[CH2:9][CH2:8][N:7]([C:12]([O:14][C:15]([CH3:18])([CH3:17])[CH3:16])=[O:13])[CH2:6]1)=[O:4].[H-].[Na+].[CH3:21]I. The catalyst is O1CCCC1. The product is [CH3:1][O:2][C:3]([C:5]1([CH3:21])[C:10](=[O:11])[CH2:9][CH2:8][N:7]([C:12]([O:14][C:15]([CH3:18])([CH3:17])[CH3:16])=[O:13])[CH2:6]1)=[O:4]. The yield is 0.520. (3) The reactants are [C:1](=[O:21])(OC1C=CC([N+]([O-])=O)=CC=1)[O:2][CH2:3][C:4]1[CH:5]=[N:6][C:7]([CH3:10])=[CH:8][CH:9]=1.CCN(C(C)C)C(C)C.[CH2:31]([N:33]1[CH2:38][CH2:37][NH:36][CH2:35][CH2:34]1)[CH3:32]. The catalyst is CN(C=O)C.CN(C1C=CN=CC=1)C. The product is [CH2:31]([N:33]1[CH2:38][CH2:37][N:36]([C:1]([O:2][CH2:3][C:4]2[CH:5]=[N:6][C:7]([CH3:10])=[CH:8][CH:9]=2)=[O:21])[CH2:35][CH2:34]1)[CH3:32]. The yield is 0.170.